The task is: Predict which catalyst facilitates the given reaction.. This data is from Catalyst prediction with 721,799 reactions and 888 catalyst types from USPTO. (1) Reactant: Br[CH2:2][C:3]1[CH:8]=[CH:7][C:6]([CH2:9][CH2:10][N:11]2[CH:16]=[CH:15][C:14]([CH2:17][CH2:18][C:19]3[CH:24]=[CH:23][CH:22]=[CH:21][CH:20]=3)=[CH:13][C:12]2=[O:25])=[CH:5][CH:4]=1.[NH:26]1[CH2:30][CH2:29][CH2:28][CH2:27]1. Product: [CH2:17]([C:14]1[CH:15]=[CH:16][N:11]([CH2:10][CH2:9][C:6]2[CH:7]=[CH:8][C:3]([CH2:2][N:26]3[CH2:30][CH2:29][CH2:28][CH2:27]3)=[CH:4][CH:5]=2)[C:12](=[O:25])[CH:13]=1)[CH2:18][C:19]1[CH:24]=[CH:23][CH:22]=[CH:21][CH:20]=1. The catalyst class is: 3. (2) Reactant: [CH3:1][C:2]1[CH:3]=[C:4]([N+:15]([O-])=O)[CH:5]=[CH:6][C:7]=1[O:8][C:9]1[CH:14]=[CH:13][CH:12]=[CH:11][CH:10]=1.C(OCC)(=O)C. Product: [CH3:1][C:2]1[CH:3]=[C:4]([CH:5]=[CH:6][C:7]=1[O:8][C:9]1[CH:10]=[CH:11][CH:12]=[CH:13][CH:14]=1)[NH2:15]. The catalyst class is: 19. (3) Reactant: [N+:1]([C:4]1[NH:8][N:7]=[C:6]([C:9]([OH:11])=[O:10])[CH:5]=1)([O-:3])=[O:2].[NH2:12][CH:13]1[C:21]2[C:16](=[CH:17][CH:18]=[CH:19][CH:20]=2)[CH:15](O)[CH2:14]1.C(N(CC)CC)C.CCN=C=NCCCN(C)C.C1C=NC2N([OH:50])N=NC=2C=1. Product: [N+:1]([C:4]1[NH:8][N:7]=[C:6]([C:9]([OH:11])=[O:10])[CH:5]=1)([O-:3])=[O:2].[OH:50][C@H:14]1[CH2:15][C:16]2[C:21](=[CH:20][CH:19]=[CH:18][CH:17]=2)[C@H:13]1[NH-:12]. The catalyst class is: 3. (4) Reactant: CC(C)([O-])C.[K+].[Br:7][C:8]1[C:9]([CH3:13])=[N:10][NH:11][CH:12]=1.[CH3:14][N:15]([CH3:20])[S:16](Cl)(=[O:18])=[O:17]. Product: [Br:7][C:8]1[C:9]([CH3:13])=[N:10][N:11]([S:16]([N:15]([CH3:20])[CH3:14])(=[O:18])=[O:17])[CH:12]=1. The catalyst class is: 1. (5) Reactant: [CH2:1]([O:3][C:4](=[O:16])[CH2:5][S:6]([CH2:9][C:10]1[CH:15]=[CH:14][CH:13]=[CH:12][CH:11]=1)(=[O:8])=[O:7])[CH3:2].C1(C)C=CC(S([N:26]=[N+:27]=[N-])(=O)=O)=CC=1.C(N(CC)CC)C. Product: [CH2:1]([O:3][C:4](=[O:16])[C:5]([S:6]([CH2:9][C:10]1[CH:11]=[CH:12][CH:13]=[CH:14][CH:15]=1)(=[O:8])=[O:7])=[N+:26]=[N-:27])[CH3:2]. The catalyst class is: 14. (6) Reactant: [C:1]([Cl:6])(=O)[C:2](Cl)=O.[CH2:7]([O:14][C:15]1[CH:16]=[C:17]([F:26])[CH:18]=[C:19]2[C:24]=1[N:23]=C(O)C=[CH:20]2)[C:8]1[CH:13]=[CH:12][CH:11]=[CH:10][CH:9]=1. Product: [CH2:7]([O:14][C:15]1[CH:16]=[C:17]([F:26])[CH:18]=[C:19]2[C:24]=1[N:23]=[C:1]([Cl:6])[CH:2]=[CH:20]2)[C:8]1[CH:9]=[CH:10][CH:11]=[CH:12][CH:13]=1. The catalyst class is: 825. (7) Reactant: [CH3:1][O:2][C:3](=[O:29])[C@H:4]([CH3:28])[C@H:5]([N:12](CC1C=CC=CC=1)[C@@H](C1C=CC=CC=1)C)[C:6]1[CH:11]=[CH:10][CH:9]=[CH:8][CH:7]=1.CO.Cl. Product: [CH3:1][O:2][C:3](=[O:29])[C@H:4]([CH3:28])[C@H:5]([NH2:12])[C:6]1[CH:11]=[CH:10][CH:9]=[CH:8][CH:7]=1. The catalyst class is: 25. (8) Reactant: C(N(CC)CC)C.[C:16](O[C:16]([O:18][C:19]([CH3:22])([CH3:21])[CH3:20])=[O:17])([O:18][C:19]([CH3:22])([CH3:21])[CH3:20])=[O:17].[CH2:23]([O:30][C:31](=[O:56])[NH:32][CH2:33][CH2:34][CH2:35][NH:36][CH:37]([CH2:47][NH:48][C:49]([O:51][C:52]([CH3:55])([CH3:54])[CH3:53])=[O:50])[CH2:38][NH:39][C:40]([O:42][C:43]([CH3:46])([CH3:45])[CH3:44])=[O:41])[C:24]1[CH:29]=[CH:28][CH:27]=[CH:26][CH:25]=1. Product: [CH2:23]([O:30][C:31](=[O:56])[NH:32][CH2:33][CH2:34][CH2:35][N:36]([C:16]([O:18][C:19]([CH3:20])([CH3:21])[CH3:22])=[O:17])[CH:37]([CH2:38][NH:39][C:40]([O:42][C:43]([CH3:46])([CH3:45])[CH3:44])=[O:41])[CH2:47][NH:48][C:49]([O:51][C:52]([CH3:55])([CH3:53])[CH3:54])=[O:50])[C:24]1[CH:25]=[CH:26][CH:27]=[CH:28][CH:29]=1. The catalyst class is: 10. (9) Reactant: CS([N:5]1[C:13]2[C:8](=[CH:9][CH:10]=[CH:11][CH:12]=2)[CH:7]=[C:6]1[CH2:14][O:15][CH:16]1[CH:21]([C:22]2[CH:27]=[CH:26][C:25]([O:28][CH2:29][CH2:30][CH2:31][O:32][CH2:33][C:34]3[CH:39]=[CH:38][CH:37]=[CH:36][C:35]=3[O:40][CH3:41])=[CH:24][CH:23]=2)[CH2:20][CH2:19][N:18]([C:42]([O:44][CH2:45][C:46]2[CH:51]=[CH:50][CH:49]=[CH:48][CH:47]=2)=[O:43])[CH2:17]1)(=O)=O.[F-].C([N+](CCCC)(CCCC)CCCC)CCC. Product: [NH:5]1[C:13]2[C:8](=[CH:9][CH:10]=[CH:11][CH:12]=2)[CH:7]=[C:6]1[CH2:14][O:15][CH:16]1[CH:21]([C:22]2[CH:23]=[CH:24][C:25]([O:28][CH2:29][CH2:30][CH2:31][O:32][CH2:33][C:34]3[CH:39]=[CH:38][CH:37]=[CH:36][C:35]=3[O:40][CH3:41])=[CH:26][CH:27]=2)[CH2:20][CH2:19][N:18]([C:42]([O:44][CH2:45][C:46]2[CH:47]=[CH:48][CH:49]=[CH:50][CH:51]=2)=[O:43])[CH2:17]1. The catalyst class is: 7.